Task: Predict which catalyst facilitates the given reaction.. Dataset: Catalyst prediction with 721,799 reactions and 888 catalyst types from USPTO (1) Reactant: [N:1]1([C:7]2[CH:32]=[CH:31][C:10]([O:11][C:12]3[N:17]=[CH:16][C:15]([NH:18][C:19](=[O:30])[C:20]4[CH:25]=[CH:24][C:23]([C:26]([F:29])([F:28])[F:27])=[CH:22][CH:21]=4)=[CH:14][CH:13]=3)=[CH:9][CH:8]=2)[CH2:6][CH2:5][NH:4][CH2:3][CH2:2]1.C(N(CC)CC)C.[Cl:40][CH2:41][C:42](Cl)=[O:43].C(OCC)(=O)C. Product: [Cl:40][CH2:41][C:42]([N:4]1[CH2:5][CH2:6][N:1]([C:7]2[CH:8]=[CH:9][C:10]([O:11][C:12]3[N:17]=[CH:16][C:15]([NH:18][C:19](=[O:30])[C:20]4[CH:25]=[CH:24][C:23]([C:26]([F:27])([F:28])[F:29])=[CH:22][CH:21]=4)=[CH:14][CH:13]=3)=[CH:31][CH:32]=2)[CH2:2][CH2:3]1)=[O:43]. The catalyst class is: 3. (2) Reactant: [CH3:1][O:2][CH2:3][CH2:4][O:5][C:6]1[CH:11]=[CH:10][N:9]2[C:12]([C:15]3[CH:24]=[CH:23][C:22]4[C:17](=[C:18]([OH:25])[CH:19]=[CH:20][CH:21]=4)[N:16]=3)=[CH:13][N:14]=[C:8]2[CH:7]=1.C(=O)([O-])[O-].[Cs+].[Cs+].CS(O[CH2:37][CH:38]1[O:43][CH2:42][CH2:41][N:40]([C:44]([O:46][C:47]([CH3:50])([CH3:49])[CH3:48])=[O:45])[CH2:39]1)(=O)=O.O. Product: [CH3:1][O:2][CH2:3][CH2:4][O:5][C:6]1[CH:11]=[CH:10][N:9]2[C:12]([C:15]3[CH:24]=[CH:23][C:22]4[C:17](=[C:18]([O:25][CH2:37][CH:38]5[O:43][CH2:42][CH2:41][N:40]([C:44]([O:46][C:47]([CH3:48])([CH3:50])[CH3:49])=[O:45])[CH2:39]5)[CH:19]=[CH:20][CH:21]=4)[N:16]=3)=[CH:13][N:14]=[C:8]2[CH:7]=1. The catalyst class is: 44. (3) Reactant: [F:1][CH:2]1[C:7]([C:8]2[C:16]3[C:11](=[CH:12][CH:13]=[C:14]([N+:17]([O-])=O)[CH:15]=3)[NH:10][CH:9]=2)=[CH:6][CH2:5][N:4]([CH3:20])[CH2:3]1.O.NN. Product: [F:1][CH:2]1[C:7]([C:8]2[C:16]3[C:11](=[CH:12][CH:13]=[C:14]([NH2:17])[CH:15]=3)[NH:10][CH:9]=2)=[CH:6][CH2:5][N:4]([CH3:20])[CH2:3]1. The catalyst class is: 94. (4) Reactant: [C:1]1([CH:7]([C:11]2[CH:16]=[CH:15][CH:14]=[CH:13][CH:12]=2)[CH2:8][CH2:9][NH2:10])[CH:6]=[CH:5][CH:4]=[CH:3][CH:2]=1.Br[CH2:18][C:19]([O:21][CH2:22][CH3:23])=[O:20].C(=O)([O-])[O-].[K+].[K+]. Product: [CH2:22]([O:21][C:19](=[O:20])[CH2:18][NH:10][CH2:9][CH2:8][CH:7]([C:1]1[CH:2]=[CH:3][CH:4]=[CH:5][CH:6]=1)[C:11]1[CH:12]=[CH:13][CH:14]=[CH:15][CH:16]=1)[CH3:23]. The catalyst class is: 10. (5) Reactant: [CH:1]1([N:4]2[C:13]([C:14]#[N:15])=[C:12]([C:16]3[CH:21]=[CH:20][CH:19]=[C:18]([F:22])[CH:17]=3)[C:11]3[C:6](=[CH:7][CH:8]=[C:9]([O:23]C)[CH:10]=3)[C:5]2=[O:25])[CH2:3][CH2:2]1.[C-]#N.[Na+].Cl. Product: [CH:1]1([N:4]2[C:13]([C:14]#[N:15])=[C:12]([C:16]3[CH:21]=[CH:20][CH:19]=[C:18]([F:22])[CH:17]=3)[C:11]3[C:6](=[CH:7][CH:8]=[C:9]([OH:23])[CH:10]=3)[C:5]2=[O:25])[CH2:2][CH2:3]1. The catalyst class is: 58. (6) Reactant: [C:1]1([C:7]2[N:15]3[C:10]([CH:11]=[CH:12][CH:13]=[CH:14]3)=[CH:9][C:8]=2[CH:16](O)[CH3:17])[CH:6]=[CH:5][CH:4]=[CH:3][CH:2]=1.[I:19][C:20]1[C:28]2[C:23](=[N:24][CH:25]=[N:26][C:27]=2[NH2:29])[NH:22][N:21]=1.C1C=CC(P(C2C=CC=CC=2)C2C=CC=CC=2)=CC=1.CC(OC(/N=N/C(OC(C)C)=O)=O)C. Product: [I:19][C:20]1[C:28]2[C:23](=[N:24][CH:25]=[N:26][C:27]=2[NH2:29])[N:22]([CH:16]([C:8]2[CH:9]=[C:10]3[N:15]([C:7]=2[C:1]2[CH:6]=[CH:5][CH:4]=[CH:3][CH:2]=2)[CH:14]=[CH:13][CH:12]=[CH:11]3)[CH3:17])[N:21]=1. The catalyst class is: 1.